From a dataset of Full USPTO retrosynthesis dataset with 1.9M reactions from patents (1976-2016). Predict the reactants needed to synthesize the given product. (1) The reactants are: FC1C=C2C(C(I)=CN2S(C2C=CC=CC=2)(=O)=O)=CC=1.C1(S([N:30]2[C:38]3[C:33](=[CH:34][CH:35]=[C:36]([F:39])[CH:37]=3)[C:32]([C:40]3[CH:50]=[CH:49][C:43]4[N:44]=[C:45]([O:47][CH3:48])[O:46][C:42]=4[CH:41]=3)=[CH:31]2)(=O)=O)C=CC=CC=1. Given the product [F:39][C:36]1[CH:37]=[C:38]2[C:33]([C:32]([C:40]3[CH:50]=[CH:49][C:43]4[N:44]=[C:45]([O:47][CH3:48])[O:46][C:42]=4[CH:41]=3)=[CH:31][NH:30]2)=[CH:34][CH:35]=1, predict the reactants needed to synthesize it. (2) The reactants are: [C:1]1([CH:8]=[CH:7][CH:6]=[C:4]([OH:5])[CH:3]=1)[OH:2].C1([OH:15])C=CC=CC=1. Given the product [C:1]1([OH:2])[CH:8]=[CH:7][CH:6]=[CH:4][CH:3]=1.[CH:8]1[C:1]([OH:2])=[CH:3][C:4]([OH:5])=[CH:6][C:7]=1[OH:15], predict the reactants needed to synthesize it. (3) Given the product [Cl:8][C:4]1[N:3]=[C:2]([N:15]2[CH2:14][CH2:13][C:12]([NH:11][CH2:9][CH3:10])([C:18]([NH2:20])=[O:19])[CH2:17][CH2:16]2)[CH:7]=[N:6][CH:5]=1, predict the reactants needed to synthesize it. The reactants are: Cl[C:2]1[CH:7]=[N:6][CH:5]=[C:4]([Cl:8])[N:3]=1.[CH2:9]([NH:11][C:12]1([C:18]([NH2:20])=[O:19])[CH2:17][CH2:16][NH:15][CH2:14][CH2:13]1)[CH3:10].C([O-])([O-])=O.[K+].[K+]. (4) Given the product [CH:1]1([O:7][C:8]([O:10][CH:11]([I:15])[CH3:12])=[O:9])[CH2:6][CH2:5][CH2:4][CH2:3][CH2:2]1, predict the reactants needed to synthesize it. The reactants are: [CH:1]1([O:7][C:8]([O:10][CH:11](Cl)[CH3:12])=[O:9])[CH2:6][CH2:5][CH2:4][CH2:3][CH2:2]1.[Na+].[I-:15]. (5) Given the product [Br:11][C:9]1[CH:8]=[N:7][N:6]([CH:4]2[CH2:5][N:2]([CH2:19][CH2:20][O:21][CH:22]3[CH2:27][CH2:26][CH2:25][CH2:24][O:23]3)[CH2:3]2)[CH:10]=1, predict the reactants needed to synthesize it. The reactants are: Cl.[NH:2]1[CH2:5][CH:4]([N:6]2[CH:10]=[C:9]([Br:11])[CH:8]=[N:7]2)[CH2:3]1.C([O-])([O-])=O.[K+].[K+].Br[CH2:19][CH2:20][O:21][CH:22]1[CH2:27][CH2:26][CH2:25][CH2:24][O:23]1. (6) Given the product [O:19]1[C:20]2[C:12]([C:2]([CH3:11])([CH3:1])[CH2:3][C:4]([CH2:6][NH:39][C:25]3[N:24]=[C:23]([CH2:21][CH3:22])[N:28]=[C:27]4[N:29]([C:32]5[CH:33]=[N:34][C:35]([F:38])=[CH:36][CH:37]=5)[N:30]=[CH:31][C:26]=34)([OH:5])[C:7]([F:10])([F:8])[F:9])=[CH:13][CH:14]=[CH:15][C:16]=2[CH2:17][CH2:18]1, predict the reactants needed to synthesize it. The reactants are: [CH3:1][C:2]([C:12]1[C:20]2[O:19][CH2:18][CH2:17][C:16]=2[CH:15]=[CH:14][CH:13]=1)([CH3:11])[CH2:3][C:4]1([C:7]([F:10])([F:9])[F:8])[CH2:6][O:5]1.[CH2:21]([C:23]1[N:28]=[C:27]2[N:29]([C:32]3[CH:33]=[N:34][C:35]([F:38])=[CH:36][CH:37]=3)[N:30]=[CH:31][C:26]2=[C:25]([NH2:39])[N:24]=1)[CH3:22].